This data is from Peptide-MHC class II binding affinity with 134,281 pairs from IEDB. The task is: Regression. Given a peptide amino acid sequence and an MHC pseudo amino acid sequence, predict their binding affinity value. This is MHC class II binding data. (1) The peptide sequence is LITPAEKVVYKLLRF. The MHC is DRB1_0901 with pseudo-sequence DRB1_0901. The binding affinity (normalized) is 0.543. (2) The peptide sequence is IFAIFRQDSSSTGWN. The MHC is DRB1_0901 with pseudo-sequence DRB1_0901. The binding affinity (normalized) is 0.364.